Dataset: Forward reaction prediction with 1.9M reactions from USPTO patents (1976-2016). Task: Predict the product of the given reaction. The product is: [NH2:21][C:17]1[N:16]=[C:15]([N:8]2[C:7]3[CH:22]=[C:3]([C:1]#[C:2][C:37]([C:32]4[N:33]=[CH:34][CH:35]=[CH:36][N:31]=4)([OH:39])[CH3:38])[CH:4]=[CH:5][C:6]=3[N:10]=[C:9]2[O:11][CH2:12][CH2:13][F:14])[CH:20]=[CH:19][N:18]=1. Given the reactants [C:1]([C:3]1[CH:4]=[CH:5][C:6]2[N:10]=[C:9]([O:11][CH2:12][CH2:13][F:14])[N:8]([C:15]3[CH:20]=[CH:19][N:18]=[C:17]([NH2:21])[N:16]=3)[C:7]=2[CH:22]=1)#[CH:2].C([N-]C(C)C)(C)C.[Li+].[N:31]1[CH:36]=[CH:35][CH:34]=[N:33][C:32]=1[C:37](=[O:39])[CH3:38], predict the reaction product.